Dataset: Catalyst prediction with 721,799 reactions and 888 catalyst types from USPTO. Task: Predict which catalyst facilitates the given reaction. (1) Reactant: [Cl:1][C:2]1[CH:3]=[CH:4][C:5]([O:8][C@H:9]2[C@@H:13]3[CH2:14][NH:15][CH2:16][CH2:17][N:12]3[CH2:11][CH2:10]2)=[N:6][CH:7]=1.[F:18][C:19]([F:30])([F:29])[C:20]1[CH:21]=[C:22]([CH:26]=[CH:27][CH:28]=1)[C:23](Cl)=[O:24].C(N(CC)CC)C. Product: [Cl:1][C:2]1[CH:3]=[CH:4][C:5]([O:8][C@H:9]2[C@@H:13]3[CH2:14][N:15]([C:23]([C:22]4[CH:26]=[CH:27][CH:28]=[C:20]([C:19]([F:18])([F:29])[F:30])[CH:21]=4)=[O:24])[CH2:16][CH2:17][N:12]3[CH2:11][CH2:10]2)=[N:6][CH:7]=1. The catalyst class is: 4. (2) Reactant: [C:12]([O:11][C:9](O[C:9]([O:11][C:12]([CH3:15])([CH3:14])[CH3:13])=[O:10])=[O:10])([CH3:15])([CH3:14])[CH3:13].[I:16][C:17]1[CH:18]=[CH:19][C:20]2[CH2:21][CH:22]3[CH2:29][NH:28][CH2:27][CH2:26][N:23]3[C:24]=2[CH:25]=1. Product: [C:12]([O:11][C:9]([N:28]1[CH2:27][CH2:26][N:23]2[C:24]3[CH:25]=[C:17]([I:16])[CH:18]=[CH:19][C:20]=3[CH2:21][CH:22]2[CH2:29]1)=[O:10])([CH3:13])([CH3:14])[CH3:15]. The catalyst class is: 4. (3) The catalyst class is: 5. Reactant: [CH2:1]([N:3]1[C:11]2[C:6](=[CH:7][CH:8]=[C:9]([C:12]([O:14]C)=[O:13])[CH:10]=2)[CH:5]=[N:4]1)[CH3:2].[OH-].[Na+].O. Product: [CH2:1]([N:3]1[C:11]2[C:6](=[CH:7][CH:8]=[C:9]([C:12]([OH:14])=[O:13])[CH:10]=2)[CH:5]=[N:4]1)[CH3:2]. (4) Product: [Cl:3][C:19]1[C:18]([C:16]#[N:17])=[CH:23][C:22]([C:24]([F:27])([F:26])[F:25])=[CH:21][N:20]=1. The catalyst class is: 6. Reactant: P(Cl)(Cl)([Cl:3])=O.N1C2C(=CC=CC=2)C=CC=1.[C:16]([C:18]1[C:19](O)=[N:20][CH:21]=[C:22]([C:24]([F:27])([F:26])[F:25])[CH:23]=1)#[N:17].C(=O)(O)[O-].[Na+].